From a dataset of Forward reaction prediction with 1.9M reactions from USPTO patents (1976-2016). Predict the product of the given reaction. (1) Given the reactants [C:1]([O:5][C:6]([NH:8][C:9]1[O:17][C:16]2[C:11](=[N:12][CH:13]=[C:14](C=O)[CH:15]=2)[C:10]=1[C:20]([NH:22][C:23]1[CH:24]=[N:25][CH:26]=[CH:27][C:28]=1[N:29]1[CH2:34][C@H:33]([C:35]([F:38])([F:37])[F:36])[CH2:32][C@H:31]([NH:39][C:40](=[O:46])[O:41][C:42]([CH3:45])([CH3:44])[CH3:43])[CH2:30]1)=[O:21])=[O:7])([CH3:4])([CH3:3])[CH3:2].[CH3:47][N:48]1[CH2:53][CH2:52][NH:51][CH2:50][CH2:49]1.[C:54](O[BH-](OC(=O)C)OC(=O)C)(=O)C.[Na+], predict the reaction product. The product is: [C:1]([O:5][C:6]([NH:8][C:9]1[O:17][C:16]2[C:11](=[N:12][CH:13]=[C:14]([CH2:47][N:48]3[CH2:53][CH2:52][N:51]([CH3:54])[CH2:50][CH2:49]3)[CH:15]=2)[C:10]=1[C:20]([NH:22][C:23]1[CH:24]=[N:25][CH:26]=[CH:27][C:28]=1[N:29]1[CH2:34][C@H:33]([C:35]([F:37])([F:36])[F:38])[CH2:32][C@H:31]([NH:39][C:40](=[O:46])[O:41][C:42]([CH3:45])([CH3:44])[CH3:43])[CH2:30]1)=[O:21])=[O:7])([CH3:4])([CH3:2])[CH3:3]. (2) The product is: [CH3:26][C@H:13]1[N:12]([C:5]2[C:6]3[C:11](=[CH:10][CH:9]=[CH:8][CH:7]=3)[C:2]([C:30]3[CH:31]=[CH:32][C:27]([CH3:36])=[CH:28][CH:29]=3)=[N:3][N:4]=2)[CH2:17][CH2:16][N:15]([C:18]([C:20]2[CH:25]=[CH:24][CH:23]=[CH:22][CH:21]=2)=[O:19])[CH2:14]1. Given the reactants Cl[C:2]1[C:11]2[C:6](=[CH:7][CH:8]=[CH:9][CH:10]=2)[C:5]([N:12]2[CH2:17][CH2:16][N:15]([C:18]([C:20]3[CH:25]=[CH:24][CH:23]=[CH:22][CH:21]=3)=[O:19])[CH2:14][C@H:13]2[CH3:26])=[N:4][N:3]=1.[C:27]1([CH3:36])[CH:32]=[CH:31][C:30](B(O)O)=[CH:29][CH:28]=1.C1(C)C=CC=CC=1.C([O-])([O-])=O.[Na+].[Na+], predict the reaction product. (3) Given the reactants [C:1]([C:3]1[CH:8]=[C:7]([C:9]([F:12])([F:11])[F:10])[CH:6]=[CH:5][C:4]=1[N:13]1[CH2:18][CH2:17][O:16][C:15]2[CH:19]=[C:20]([S:23]([O:26]C3C(F)=C(F)C(F)=C(F)C=3F)(=[O:25])=O)[CH:21]=[CH:22][C:14]1=2)#[N:2].Cl.[S:39]1[CH:43]=[C:42]([NH2:44])[N:41]=[CH:40]1.C[Si]([N-][Si](C)(C)C)(C)C.[Li+], predict the reaction product. The product is: [C:1]([C:3]1[CH:8]=[C:7]([C:9]([F:11])([F:12])[F:10])[CH:6]=[CH:5][C:4]=1[N:13]1[CH2:18][CH2:17][O:16][C:15]2[CH:19]=[C:20]([S:23]([NH:44][C:42]3[N:41]=[CH:40][S:39][CH:43]=3)(=[O:25])=[O:26])[CH:21]=[CH:22][C:14]1=2)#[N:2]. (4) Given the reactants [CH3:1][N:2]([CH3:32])[C:3]([C:5]1[N:26]([CH:27]2[CH2:31][CH2:30][CH2:29][CH2:28]2)[C:8]2[N:9]=[C:10]([NH:13][C:14]3[CH:19]=[CH:18][C:17]([N:20]4[CH2:25][CH2:24][NH:23][CH2:22][CH2:21]4)=[CH:16][N:15]=3)[N:11]=[CH:12][C:7]=2[CH:6]=1)=[O:4].Br[CH2:34][CH:35]([CH3:37])[CH3:36], predict the reaction product. The product is: [CH3:1][N:2]([CH3:32])[C:3]([C:5]1[N:26]([CH:27]2[CH2:31][CH2:30][CH2:29][CH2:28]2)[C:8]2[N:9]=[C:10]([NH:13][C:14]3[CH:19]=[CH:18][C:17]([N:20]4[CH2:21][CH2:22][N:23]([CH2:34][CH:35]([CH3:37])[CH3:36])[CH2:24][CH2:25]4)=[CH:16][N:15]=3)[N:11]=[CH:12][C:7]=2[CH:6]=1)=[O:4]. (5) Given the reactants [NH2:1][CH2:2][CH2:3][CH2:4][CH2:5][CH2:6][C:7]1[N:8]([CH2:18][CH2:19][CH3:20])[C:9]2[CH:15]=[C:14]([C:16]#[N:17])[CH:13]=[CH:12][C:10]=2[N:11]=1.[C:21]([BH3-])#N.[Na+].[C:25](O)(=O)[CH3:26].[CH:29](=O)[CH2:30][CH3:31], predict the reaction product. The product is: [CH2:29]([N:1]([CH2:21][CH2:25][CH3:26])[CH2:2][CH2:3][CH2:4][CH2:5][CH2:6][C:7]1[N:8]([CH2:18][CH2:19][CH3:20])[C:9]2[CH:15]=[C:14]([C:16]#[N:17])[CH:13]=[CH:12][C:10]=2[N:11]=1)[CH2:30][CH3:31].